This data is from Reaction yield outcomes from USPTO patents with 853,638 reactions. The task is: Predict the reaction yield, written as a fraction of the theoretical maximum amount of product (1.0 means a 100% yield; for example, 0.34 means a 34% yield). (1) The reactants are [CH3:1][NH:2][C:3]1[N:8]=[C:7]([CH2:9][CH2:10][O:11][C:12]2[CH:17]=[CH:16][C:15]([CH2:18][C@H:19]([C:26]3[S:27][CH:28]=[CH:29][N:30]=3)[CH2:20][C:21]([O:23]CC)=[O:22])=[CH:14][CH:13]=2)[CH:6]=[CH:5][CH:4]=1. The catalyst is O. The product is [CH3:1][NH:2][C:3]1[N:8]=[C:7]([CH2:9][CH2:10][O:11][C:12]2[CH:17]=[CH:16][C:15]([CH2:18][C@H:19]([C:26]3[S:27][CH:28]=[CH:29][N:30]=3)[CH2:20][C:21]([OH:23])=[O:22])=[CH:14][CH:13]=2)[CH:6]=[CH:5][CH:4]=1. The yield is 0.450. (2) The reactants are [I:1][C:2]1[CH:3]=[C:4]2[C:8](=[CH:9][CH:10]=1)[NH:7][CH:6]=[CH:5]2.[C:11](O[C:11]([O:13][C:14]([CH3:17])([CH3:16])[CH3:15])=[O:12])([O:13][C:14]([CH3:17])([CH3:16])[CH3:15])=[O:12]. The catalyst is C(Cl)Cl.CN(C)C1C=CN=CC=1. The product is [C:14]([O:13][C:11]([N:7]1[C:8]2[C:4](=[CH:3][C:2]([I:1])=[CH:10][CH:9]=2)[CH:5]=[CH:6]1)=[O:12])([CH3:17])([CH3:16])[CH3:15]. The yield is 0.910. (3) The reactants are [CH3:1][C:2]([CH3:31])([CH3:30])[CH2:3][C:4]([NH:6][C:7]1[C:8]([CH3:29])=[C:9](B(O)O)[C:10]2[O:14][CH2:13][CH:12]([C:15]3[CH:20]=[CH:19][C:18]([CH:21]([CH3:23])[CH3:22])=[CH:17][CH:16]=3)[C:11]=2[C:24]=1[CH3:25])=[O:5].Br[C:33]1[S:34][CH:35]=[C:36]([CH3:38])[N:37]=1. The catalyst is CCCCCC.C(OCC)(=O)C. The product is [CH:21]([C:18]1[CH:19]=[CH:20][C:15]([CH:12]2[C:11]3[C:24]([CH3:25])=[C:7]([NH:6][C:4](=[O:5])[CH2:3][C:2]([CH3:31])([CH3:30])[CH3:1])[C:8]([CH3:29])=[C:9]([C:33]4[S:34][CH:35]=[C:36]([CH3:38])[N:37]=4)[C:10]=3[O:14][CH2:13]2)=[CH:16][CH:17]=1)([CH3:23])[CH3:22]. The yield is 0.620. (4) The reactants are F[P-](F)(F)(F)(F)F.N1(OC(N(C)C)=[N+](C)C)C2N=CC=CC=2N=N1.[C:25]([O:29][C:30]([NH:32][C:33]1([C:48]([OH:50])=O)[CH2:38][CH2:37][N:36]([C:39]2[C:40]3[CH:47]=[CH:46][NH:45][C:41]=3[N:42]=[CH:43][N:44]=2)[CH2:35][CH2:34]1)=[O:31])([CH3:28])([CH3:27])[CH3:26].[Cl:51][C:52]1[CH:57]=[CH:56][C:55]([CH:58]([NH2:84])[CH2:59][C:60]2[N:61]([C:65]([C:78]3[CH:83]=[CH:82][CH:81]=[CH:80][CH:79]=3)([C:72]3[CH:77]=[CH:76][CH:75]=[CH:74][CH:73]=3)[C:66]3[CH:71]=[CH:70][CH:69]=[CH:68][CH:67]=3)[CH:62]=[CH:63][N:64]=2)=[CH:54][CH:53]=1.C(N(C(C)C)C(C)C)C. The catalyst is CN(C=O)C. The product is [Cl:51][C:52]1[CH:57]=[CH:56][C:55]([CH:58]([NH:84][C:48]([C:33]2([NH:32][C:30](=[O:31])[O:29][C:25]([CH3:26])([CH3:28])[CH3:27])[CH2:38][CH2:37][N:36]([C:39]3[C:40]4[CH:47]=[CH:46][NH:45][C:41]=4[N:42]=[CH:43][N:44]=3)[CH2:35][CH2:34]2)=[O:50])[CH2:59][C:60]2[N:61]([C:65]([C:78]3[CH:79]=[CH:80][CH:81]=[CH:82][CH:83]=3)([C:72]3[CH:73]=[CH:74][CH:75]=[CH:76][CH:77]=3)[C:66]3[CH:71]=[CH:70][CH:69]=[CH:68][CH:67]=3)[CH:62]=[CH:63][N:64]=2)=[CH:54][CH:53]=1. The yield is 0.950. (5) The reactants are [N:1]1[CH:6]=[CH:5][CH:4]=[N:3][C:2]=1[CH2:7][OH:8].[CH:9]1([NH:12][C:13](=[O:31])[C:14]2[CH:19]=[CH:18][C:17]([CH3:20])=[C:16]([NH:21][C:22](=[O:30])[C:23]3[CH:28]=[CH:27][C:26](O)=[CH:25][CH:24]=3)[CH:15]=2)[CH2:11][CH2:10]1. No catalyst specified. The product is [CH:9]1([NH:12][C:13](=[O:31])[C:14]2[CH:19]=[CH:18][C:17]([CH3:20])=[C:16]([NH:21][C:22](=[O:30])[C:23]3[CH:24]=[CH:25][C:26]([O:8][CH2:7][C:2]4[N:3]=[CH:4][CH:5]=[CH:6][N:1]=4)=[CH:27][CH:28]=3)[CH:15]=2)[CH2:11][CH2:10]1. The yield is 0.580. (6) The catalyst is ClCCCl.CN(C)C=O.C(OCC)(=O)C.O. The reactants are [C:1]([NH:4][C:5]1[CH:6]=[C:7]([CH:11]=[CH:12][CH:13]=1)[C:8]([OH:10])=O)(=[O:3])[CH3:2].S(Cl)(Cl)=O.[NH2:18][C:19]1[CH:28]=[C:27]([C:29]2[C:38]3[C:33](=[CH:34][C:35]([O:44][CH3:45])=[C:36]4[O:41][C:40]([CH3:43])([CH3:42])[CH2:39][C:37]4=3)[CH2:32][C:31]([CH3:47])([CH3:46])[N:30]=2)[CH:26]=[CH:25][C:20]=1[C:21]([O:23][CH3:24])=[O:22].C(N(CC)CC)C.C(=O)([O-])O.[Na+]. The product is [C:1]([NH:4][C:5]1[CH:6]=[C:7]([CH:11]=[CH:12][CH:13]=1)[C:8]([NH:18][C:19]1[CH:28]=[C:27]([C:29]2[C:38]3[C:33](=[CH:34][C:35]([O:44][CH3:45])=[C:36]4[O:41][C:40]([CH3:42])([CH3:43])[CH2:39][C:37]4=3)[CH2:32][C:31]([CH3:47])([CH3:46])[N:30]=2)[CH:26]=[CH:25][C:20]=1[C:21]([O:23][CH3:24])=[O:22])=[O:10])(=[O:3])[CH3:2]. The yield is 0.340.